Dataset: NCI-60 drug combinations with 297,098 pairs across 59 cell lines. Task: Regression. Given two drug SMILES strings and cell line genomic features, predict the synergy score measuring deviation from expected non-interaction effect. (1) Drug 1: CCCCCOC(=O)NC1=NC(=O)N(C=C1F)C2C(C(C(O2)C)O)O. Drug 2: CC1C(C(CC(O1)OC2CC(CC3=C2C(=C4C(=C3O)C(=O)C5=C(C4=O)C(=CC=C5)OC)O)(C(=O)CO)O)N)O.Cl. Cell line: OVCAR3. Synergy scores: CSS=15.8, Synergy_ZIP=-1.70, Synergy_Bliss=-3.96, Synergy_Loewe=-21.5, Synergy_HSA=-4.15. (2) Drug 1: CC12CCC(CC1=CCC3C2CCC4(C3CC=C4C5=CN=CC=C5)C)O. Drug 2: CCCS(=O)(=O)NC1=C(C(=C(C=C1)F)C(=O)C2=CNC3=C2C=C(C=N3)C4=CC=C(C=C4)Cl)F. Cell line: CCRF-CEM. Synergy scores: CSS=13.1, Synergy_ZIP=-3.97, Synergy_Bliss=-3.40, Synergy_Loewe=-0.462, Synergy_HSA=-1.74. (3) Drug 1: CC1CCC2CC(C(=CC=CC=CC(CC(C(=O)C(C(C(=CC(C(=O)CC(OC(=O)C3CCCCN3C(=O)C(=O)C1(O2)O)C(C)CC4CCC(C(C4)OC)OCCO)C)C)O)OC)C)C)C)OC. Drug 2: CC12CCC3C(C1CCC2OP(=O)(O)O)CCC4=C3C=CC(=C4)OC(=O)N(CCCl)CCCl.[Na+]. Cell line: SF-539. Synergy scores: CSS=23.4, Synergy_ZIP=6.19, Synergy_Bliss=8.15, Synergy_Loewe=-27.1, Synergy_HSA=9.26. (4) Drug 1: C1CCN(CC1)CCOC2=CC=C(C=C2)C(=O)C3=C(SC4=C3C=CC(=C4)O)C5=CC=C(C=C5)O. Drug 2: CCC1=C2CN3C(=CC4=C(C3=O)COC(=O)C4(CC)O)C2=NC5=C1C=C(C=C5)O. Cell line: HCC-2998. Synergy scores: CSS=25.4, Synergy_ZIP=0.546, Synergy_Bliss=1.03, Synergy_Loewe=-10.5, Synergy_HSA=-1.62. (5) Drug 1: CCC1(CC2CC(C3=C(CCN(C2)C1)C4=CC=CC=C4N3)(C5=C(C=C6C(=C5)C78CCN9C7C(C=CC9)(C(C(C8N6C)(C(=O)OC)O)OC(=O)C)CC)OC)C(=O)OC)O.OS(=O)(=O)O. Drug 2: C1CN(P(=O)(OC1)NCCCl)CCCl. Cell line: HL-60(TB). Synergy scores: CSS=4.46, Synergy_ZIP=-1.28, Synergy_Bliss=2.98, Synergy_Loewe=-5.94, Synergy_HSA=1.64. (6) Drug 1: CC(CN1CC(=O)NC(=O)C1)N2CC(=O)NC(=O)C2. Drug 2: CS(=O)(=O)OCCCCOS(=O)(=O)C. Cell line: SR. Synergy scores: CSS=78.1, Synergy_ZIP=6.01, Synergy_Bliss=7.24, Synergy_Loewe=4.55, Synergy_HSA=9.48. (7) Drug 1: COC1=CC(=CC(=C1O)OC)C2C3C(COC3=O)C(C4=CC5=C(C=C24)OCO5)OC6C(C(C7C(O6)COC(O7)C8=CC=CS8)O)O. Drug 2: COCCOC1=C(C=C2C(=C1)C(=NC=N2)NC3=CC=CC(=C3)C#C)OCCOC.Cl. Cell line: RPMI-8226. Synergy scores: CSS=52.7, Synergy_ZIP=2.05, Synergy_Bliss=1.91, Synergy_Loewe=-23.2, Synergy_HSA=1.98.